Dataset: Full USPTO retrosynthesis dataset with 1.9M reactions from patents (1976-2016). Task: Predict the reactants needed to synthesize the given product. (1) Given the product [CH3:8][C:9]1([CH3:20])[C:18]2[C:13](=[CH:14][CH:15]=[C:16]([OH:19])[CH:17]=2)[CH2:12][N:11]([S:22]([CH3:21])(=[O:24])=[O:23])[CH2:10]1, predict the reactants needed to synthesize it. The reactants are: CCN(CC)CC.[CH3:8][C:9]1([CH3:20])[C:18]2[C:13](=[CH:14][CH:15]=[C:16]([OH:19])[CH:17]=2)[CH2:12][NH:11][CH2:10]1.[CH3:21][S:22](Cl)(=[O:24])=[O:23].O. (2) Given the product [N:12]1[CH:13]=[CH:14][CH:15]=[CH:16][C:11]=1[O:1][C:2]1[CH:3]=[C:4]([CH:7]=[CH:8][CH:9]=1)[CH:5]=[O:6], predict the reactants needed to synthesize it. The reactants are: [OH:1][C:2]1[CH:3]=[C:4]([CH:7]=[CH:8][CH:9]=1)[CH2:5][OH:6].Br[C:11]1[CH:16]=[CH:15][CH:14]=[CH:13][N:12]=1.C(=O)([O-])[O-].[K+].[K+].